From a dataset of Full USPTO retrosynthesis dataset with 1.9M reactions from patents (1976-2016). Predict the reactants needed to synthesize the given product. (1) Given the product [CH:25]([N:28]1[C:32]2[CH:33]=[CH:34][CH:35]=[CH:36][C:31]=2[N:30]=[C:29]1[NH:37][C:38]1[CH:39]=[CH:40][C:41]([C:42]([NH:47][C:48]2[CH:53]=[CH:52][CH:51]=[CH:50][C:49]=2[NH:54][C:55](=[O:61])[O:56][C:57]([CH3:59])([CH3:58])[CH3:60])=[O:44])=[CH:45][CH:46]=1)([CH3:26])[CH3:27], predict the reactants needed to synthesize it. The reactants are: F[P-](F)(F)(F)(F)F.N1(OC(N(C)C)=[N+](C)C)C2N=CC=CC=2N=N1.[CH:25]([N:28]1[C:32]2[CH:33]=[CH:34][CH:35]=[CH:36][C:31]=2[N:30]=[C:29]1[NH:37][C:38]1[CH:46]=[CH:45][C:41]([C:42]([OH:44])=O)=[CH:40][CH:39]=1)([CH3:27])[CH3:26].[NH2:47][C:48]1[CH:53]=[CH:52][CH:51]=[CH:50][C:49]=1[NH:54][C:55](=[O:61])[O:56][C:57]([CH3:60])([CH3:59])[CH3:58].C(N(CC)C(C)C)(C)C. (2) Given the product [C:1]([C:3](=[CH:40][CH:37]1[CH2:39][CH2:38]1)[C:4]([N:6]1[CH2:11][CH2:10][CH2:9][CH:8]([CH2:12][NH:13][C:14]2[N:19]3[CH:20]=[CH:21][N:22]=[C:18]3[C:17]([C:23]([NH2:25])=[O:24])=[C:16]([NH:26][C:27]3[CH:28]=[C:29]([O:35][CH3:36])[CH:30]=[C:31]([O:33][CH3:34])[CH:32]=3)[N:15]=2)[CH2:7]1)=[O:5])#[N:2], predict the reactants needed to synthesize it. The reactants are: [C:1]([CH2:3][C:4]([N:6]1[CH2:11][CH2:10][CH2:9][CH:8]([CH2:12][NH:13][C:14]2[N:19]3[CH:20]=[CH:21][N:22]=[C:18]3[C:17]([C:23]([NH2:25])=[O:24])=[C:16]([NH:26][C:27]3[CH:32]=[C:31]([O:33][CH3:34])[CH:30]=[C:29]([O:35][CH3:36])[CH:28]=3)[N:15]=2)[CH2:7]1)=[O:5])#[N:2].[CH:37]1([CH:40]=O)[CH2:39][CH2:38]1.C(O)(=O)C.N1CCCCC1. (3) Given the product [F:6][C:7]1[CH:12]=[CH:11][C:10]([C@@H:13]([NH:15][CH2:4][C:2]([CH3:3])([OH:5])[CH3:1])[CH3:14])=[CH:9][CH:8]=1, predict the reactants needed to synthesize it. The reactants are: [CH3:1][C:2]1([O:5][CH2:4]1)[CH3:3].[F:6][C:7]1[CH:12]=[CH:11][C:10]([C@@H:13]([NH2:15])[CH3:14])=[CH:9][CH:8]=1.Cl([O-])(=O)(=O)=O.[Li+].C(Cl)(Cl)Cl. (4) Given the product [CH3:1][C:2]1[CH:12]=[C:5]2[N:6]=[CH:7][C:8]3[C:9](=[N:10][C:20]([OH:25])=[C:19]([C:13]4[CH:18]=[CH:17][CH:16]=[CH:15][CH:14]=4)[N:11]=3)[N:4]2[N:3]=1, predict the reactants needed to synthesize it. The reactants are: [CH3:1][C:2]1[CH:12]=[C:5]2[N:6]=[CH:7][C:8]([NH2:11])=[C:9]([NH2:10])[N:4]2[N:3]=1.[C:13]1([CH2:19][C:20](=[O:25])C(OC)=O)[CH:18]=[CH:17][CH:16]=[CH:15][CH:14]=1. (5) Given the product [CH:32]([C:30]1[NH:29][N:28]=[C:27]([NH:26][C:23](=[O:25])[CH2:22][C:4]2[C:3]([O:2][CH3:1])=[CH:8][C:7]([O:9][C:10]3[C:19]4[C:14](=[CH:15][CH:16]=[C:17]([O:20][CH3:21])[CH:18]=4)[N:13]=[CH:12][CH:11]=3)=[CH:6][N:5]=2)[CH:31]=1)([CH3:34])[CH3:33], predict the reactants needed to synthesize it. The reactants are: [CH3:1][O:2][C:3]1[C:4]([CH2:22][C:23]([OH:25])=O)=[N:5][CH:6]=[C:7]([O:9][C:10]2[C:19]3[C:14](=[CH:15][CH:16]=[C:17]([O:20][CH3:21])[CH:18]=3)[N:13]=[CH:12][CH:11]=2)[CH:8]=1.[NH2:26][C:27]1[CH:31]=[C:30]([CH:32]([CH3:34])[CH3:33])[NH:29][N:28]=1. (6) Given the product [CH3:8][O:9][C:10]1[CH:11]=[C:12]([CH2:7][C:6]#[N:3])[CH:13]=[C:14]([C:16]([F:17])([F:18])[F:19])[CH:15]=1, predict the reactants needed to synthesize it. The reactants are: C([N:3]([CH2:6][CH3:7])CC)C.[CH3:8][O:9][C:10]1[CH:11]=[C:12](CO)[CH:13]=[C:14]([C:16]([F:19])([F:18])[F:17])[CH:15]=1.CS(Cl)(=O)=O.[C-]#N.[Na+].